From a dataset of Forward reaction prediction with 1.9M reactions from USPTO patents (1976-2016). Predict the product of the given reaction. (1) Given the reactants [CH2:1]([N:6]1[C:16]2[C:11](=[CH:12][CH:13]=[C:14]([O:17][CH3:18])[CH:15]=2)[C:9](=O)[C:7]1=[O:8])[CH2:2][CH2:3][CH2:4][CH3:5].[CH:19]1([CH2:25][C:26]([NH:28][NH2:29])=[O:27])[CH2:24][CH2:23][CH2:22][CH2:21][CH2:20]1, predict the reaction product. The product is: [CH:19]1([CH2:25][C:26]([NH:28]/[N:29]=[C:9]2\[C:7](=[O:8])[N:6]([CH2:1][CH2:2][CH2:3][CH2:4][CH3:5])[C:16]3[C:11]\2=[CH:12][CH:13]=[C:14]([O:17][CH3:18])[CH:15]=3)=[O:27])[CH2:24][CH2:23][CH2:22][CH2:21][CH2:20]1. (2) The product is: [Cl:25][C:15]1[N:14]=[CH:13][C:12]2[N:11]([CH2:10][C:4]3[CH:3]=[C:2]([CH3:26])[CH:9]=[CH:8][C:5]=3[C:6]#[N:7])[CH2:20][CH:19]3[CH2:21][O:22][CH2:23][CH2:24][N:18]3[C:17]=2[N:16]=1. Given the reactants Br[C:2]1[CH:9]=[CH:8][C:5]([C:6]#[N:7])=[C:4]([CH2:10][N:11]2[CH2:20][CH:19]3[CH2:21][O:22][CH2:23][CH2:24][N:18]3[C:17]3[N:16]=[C:15]([Cl:25])[N:14]=[CH:13][C:12]2=3)[CH:3]=1.[C:26](=O)([O-])[O-].[K+].[K+].CB1OB(C)OB(C)O1, predict the reaction product.